From a dataset of Full USPTO retrosynthesis dataset with 1.9M reactions from patents (1976-2016). Predict the reactants needed to synthesize the given product. (1) Given the product [OH:13][NH:12][C:9](=[NH:10])[CH2:1][CH2:2][CH2:3][CH2:4][CH2:5][CH2:6][CH2:7][CH3:8], predict the reactants needed to synthesize it. The reactants are: [CH2:1]([C:9]#[N:10])[CH2:2][CH2:3][CH2:4][CH2:5][CH2:6][CH2:7][CH3:8].Cl.[NH2:12][OH:13].C(N(CC)CC)C. (2) Given the product [CH:33]1([C@H:31]([NH:30][C:4]2[N:3]=[C:2]([C:38]#[N:40])[N:10]=[C:9]3[C:5]=2[N:6]([CH2:19][C:20]2[CH:25]=[CH:24][C:23]([C:26]([F:28])([F:29])[F:27])=[CH:22][CH:21]=2)[C:7]([CH2:11][O:12][C:13]2[CH:14]=[CH:15][CH:16]=[CH:17][CH:18]=2)=[N:8]3)[CH3:32])[CH2:34][CH2:35][CH2:36]1, predict the reactants needed to synthesize it. The reactants are: Cl[C:2]1[N:10]=[C:9]2[C:5]([N:6]([CH2:19][C:20]3[CH:25]=[CH:24][C:23]([C:26]([F:29])([F:28])[F:27])=[CH:22][CH:21]=3)[C:7]([CH2:11][O:12][C:13]3[CH:18]=[CH:17][CH:16]=[CH:15][CH:14]=3)=[N:8]2)=[C:4]([NH:30][C@@H:31]([CH:33]2[CH2:36][CH2:35][CH2:34]2)[CH3:32])[N:3]=1.C[C:38]([N:40](C)C)=O. (3) Given the product [F:19][C:3]1[C:2]([C:27]2[NH:26][C:25]3[C@@H:21]([CH3:20])[NH:22][C:23](=[O:38])[C:24]=3[CH:28]=2)=[C:11]2[C:6]([C:7](=[O:18])[N:8]([CH3:17])[C:9]([NH:12][C:13]3([CH3:16])[CH2:15][CH2:14]3)=[N:10]2)=[CH:5][CH:4]=1, predict the reactants needed to synthesize it. The reactants are: Br[C:2]1[C:3]([F:19])=[CH:4][CH:5]=[C:6]2[C:11]=1[N:10]=[C:9]([NH:12][C:13]1([CH3:16])[CH2:15][CH2:14]1)[N:8]([CH3:17])[C:7]2=[O:18].[CH3:20][C@@H:21]1[C:25]2[NH:26][C:27](B3OC(C)(C)C(C)(C)O3)=[CH:28][C:24]=2[C:23](=[O:38])[NH:22]1.CC(C1C=C(C(C)C)C(C2C=CC=CC=2P(C2CCCCC2)C2CCCCC2)=C(C(C)C)C=1)C.P([O-])([O-])([O-])=O.[K+].[K+].[K+]. (4) Given the product [F:33][CH2:34][C:35]([NH:2][C@H:3]1[CH2:4][C:5](=[O:23])[N:6]([C:8]2[CH:9]=[CH:10][C:11]([O:14][CH2:15][C:16]3[CH:21]=[CH:20][CH:19]=[C:18]([F:22])[CH:17]=3)=[CH:12][CH:13]=2)[CH2:7]1)=[O:36], predict the reactants needed to synthesize it. The reactants are: Cl.[NH2:2][C@@H:3]1[CH2:7][N:6]([C:8]2[CH:13]=[CH:12][C:11]([O:14][CH2:15][C:16]3[CH:21]=[CH:20][CH:19]=[C:18]([F:22])[CH:17]=3)=[CH:10][CH:9]=2)[C:5](=[O:23])[CH2:4]1.C(N(C(C)C)C(C)C)C.[F:33][CH2:34][C:35](OC)=[O:36]. (5) Given the product [CH3:20][N:21]1[CH2:26][CH2:25][N:24]([CH2:27][C:28]2[CH:29]=[C:30]([C:34](=[O:36])/[CH:35]=[CH:17]/[C:14]3[CH:15]=[CH:16][C:11](/[CH:10]=[CH:9]/[C:8]([OH:7])=[O:19])=[N:12][CH:13]=3)[CH:31]=[CH:32][CH:33]=2)[CH2:23][CH2:22]1, predict the reactants needed to synthesize it. The reactants are: [OH-].[K+].C([O:7][C:8](=[O:19])/[CH:9]=[CH:10]/[C:11]1[CH:16]=[CH:15][C:14]([CH:17]=O)=[CH:13][N:12]=1)(C)(C)C.[CH3:20][N:21]1[CH2:26][CH2:25][N:24]([CH2:27][C:28]2[CH:29]=[C:30]([C:34](=[O:36])[CH3:35])[CH:31]=[CH:32][CH:33]=2)[CH2:23][CH2:22]1. (6) Given the product [CH3:1][Si:2]([CH3:4])([CH3:3])[O:8][CH:7]1[CH:9]([O:10][Si:2]([CH3:4])([CH3:3])[CH3:1])[CH2:11][O:12][CH2:6]1, predict the reactants needed to synthesize it. The reactants are: [CH3:1][Si:2](Cl)([CH3:4])[CH3:3].[CH2:6]1[O:12][CH2:11][C@@H:9]([OH:10])[C@H:7]1[OH:8].C(N(CC)CC)C. (7) Given the product [Cl:1][C:2]1[CH:3]=[C:4]([CH:13]([NH:22][S@@:20]([C:17]([CH3:19])([CH3:18])[CH3:16])=[O:21])[CH3:14])[CH:5]=[N:6][C:7]=1[O:8][CH2:9][CH:10]1[CH2:12][CH2:11]1, predict the reactants needed to synthesize it. The reactants are: [Cl:1][C:2]1[CH:3]=[C:4]([C:13](=O)[CH3:14])[CH:5]=[N:6][C:7]=1[O:8][CH2:9][CH:10]1[CH2:12][CH2:11]1.[CH3:16][C:17]([S@:20]([NH2:22])=[O:21])([CH3:19])[CH3:18]. (8) Given the product [F:1][C:2]1[CH:3]=[N:4][C:5]([N:8]([CH2:34][C:35]2[CH:40]=[CH:39][C:38]([O:41][CH3:42])=[CH:37][CH:36]=2)[C:9]2[S:10][C:11]3[CH2:17][CH2:16][NH:15][C:14]4=[N:18][N:19]([CH2:21][C:22]5[CH:27]=[CH:26][C:25]([O:28][CH3:29])=[CH:24][CH:23]=5)[CH:20]=[C:13]4[C:12]=3[N:30]=2)=[N:6][CH:7]=1, predict the reactants needed to synthesize it. The reactants are: [F:1][C:2]1[CH:3]=[N:4][C:5]([NH:8][C:9]2[S:10][C:11]3[CH2:17][CH2:16][NH:15][C:14]4=[N:18][N:19]([CH2:21][C:22]5[CH:27]=[CH:26][C:25]([O:28][CH3:29])=[CH:24][CH:23]=5)[CH:20]=[C:13]4[C:12]=3[N:30]=2)=[N:6][CH:7]=1.[H-].[Na+].Cl[CH2:34][C:35]1[CH:40]=[CH:39][C:38]([O:41][CH3:42])=[CH:37][CH:36]=1. (9) The reactants are: Br[C:2]1[N:9]=[CH:8][CH:7]=[CH:6][C:3]=1[CH:4]=O.C([CH2:12][C:13]([O:15][CH2:16][CH3:17])=[O:14])#N.C([O-])([O-])=O.[Cs+].[Cs+].[NH4+:24].[Cl-]. Given the product [NH:24]1[C:2]2=[N:9][CH:8]=[CH:7][CH:6]=[C:3]2[CH:4]=[C:12]1[C:13]([O:15][CH2:16][CH3:17])=[O:14], predict the reactants needed to synthesize it. (10) Given the product [C:1]([O:5][C:6]([N:8]1[CH2:13][CH2:12][N:11]([C:26](=[O:27])[C:25]2[CH:24]=[CH:23][C:22]([C:19]3[CH:18]=[CH:17][N:16]=[CH:21][CH:20]=3)=[CH:30][CH:29]=2)[C:10]([CH3:15])([CH3:14])[CH2:9]1)=[O:7])([CH3:4])([CH3:2])[CH3:3], predict the reactants needed to synthesize it. The reactants are: [C:1]([O:5][C:6]([N:8]1[CH2:13][CH2:12][NH:11][C:10]([CH3:15])([CH3:14])[CH2:9]1)=[O:7])([CH3:4])([CH3:3])[CH3:2].[N:16]1[CH:21]=[CH:20][C:19]([C:22]2[CH:30]=[CH:29][C:25]([C:26]([O-])=[O:27])=[CH:24][CH:23]=2)=[CH:18][CH:17]=1.[Cl-].[Na+].